Dataset: Full USPTO retrosynthesis dataset with 1.9M reactions from patents (1976-2016). Task: Predict the reactants needed to synthesize the given product. (1) Given the product [CH3:30][O:29][C:25]([O:27][CH3:28])([CH3:26])[CH2:24][C:17]1[C:16]([F:31])=[C:15]([N:5]2[C:1](=[O:11])[C:2]3=[CH:10][CH:9]=[CH:8][CH:7]=[C:3]3[C:4]2=[O:6])[CH:20]=[CH:19][C:18]=1[N+:21]([O-:23])=[O:22], predict the reactants needed to synthesize it. The reactants are: [C:1]1(=[O:11])[NH:5][C:4](=[O:6])[C:3]2=[CH:7][CH:8]=[CH:9][CH:10]=[C:2]12.[H-].[Na+].F[C:15]1[CH:20]=[CH:19][C:18]([N+:21]([O-:23])=[O:22])=[C:17]([CH2:24][C:25]([O:29][CH3:30])([O:27][CH3:28])[CH3:26])[C:16]=1[F:31]. (2) Given the product [C:8]1([CH3:9])[CH:7]=[CH:6][C:5]([S:1]([OH:4])(=[O:2])=[O:3])=[CH:11][CH:10]=1.[Cl:12][C:13]1[CH:14]=[CH:15][C:16]2[N:25]([C:26]([C:28]3[CH:40]=[CH:39][C:31]([CH2:32][NH:33][C:34]([CH:36]4[CH2:37][CH2:38]4)=[O:35])=[C:30]([F:41])[CH:29]=3)=[O:27])[CH2:24][C:23]3[CH:22]=[N:21][N:20]([CH3:42])[C:19]=3[NH:18][C:17]=2[CH:43]=1, predict the reactants needed to synthesize it. The reactants are: [S:1]([C:5]1[CH:11]=[CH:10][C:8]([CH3:9])=[CH:7][CH:6]=1)([O-:4])(=[O:3])=[O:2].[Cl:12][C:13]1[CH:14]=[CH:15][C:16]2[N:25]([C:26]([C:28]3[CH:40]=[CH:39][C:31]([CH2:32][NH:33][C:34]([CH:36]4[CH2:38][CH2:37]4)=[O:35])=[C:30]([F:41])[CH:29]=3)=[O:27])[CH2:24][C:23]3[CH:22]=[N:21][N:20]([CH3:42])[C:19]=3[NH:18][C:17]=2[CH:43]=1.C1(C)C=CC(S(O)(=O)=O)=CC=1. (3) Given the product [OH:49][C:45]1([CH2:48][OH:29])[CH2:47][O:6][C@H:5]([C:8]2[CH:13]=[C:12]([F:14])[C:11]([F:15])=[CH:10][C:9]=2[F:16])[C@@H:4]([NH:17][C:18](=[O:24])[O:19][C:20]([CH3:23])([CH3:22])[CH3:21])[CH2:46]1, predict the reactants needed to synthesize it. The reactants are: C=C1C[O:6][C@H:5]([C:8]2[CH:13]=[C:12]([F:14])[C:11]([F:15])=[CH:10][C:9]=2[F:16])[C@@H:4]([NH:17][C:18](=[O:24])[O:19][C:20]([CH3:23])([CH3:22])[CH3:21])C1.C[N+]1([O-])CC[O:29]CC1.S(=O)(=O)(O)[O-].[Na+].C(OCC)(=O)C.[C:45]([OH:49])([CH3:48])([CH3:47])[CH3:46].